From a dataset of Reaction yield outcomes from USPTO patents with 853,638 reactions. Predict the reaction yield, written as a fraction of the theoretical maximum amount of product (1.0 means a 100% yield; for example, 0.34 means a 34% yield). (1) The reactants are [N:1]1[C:2]([C:15]2[N:19]([CH:20]([CH3:22])[CH3:21])[N:18]=[C:17]([CH:23]=O)[N:16]=2)=[CH:3][N:4]2[C:10]=1[C:9]1[CH:11]=[CH:12][CH:13]=[CH:14][C:8]=1[O:7][CH2:6][CH2:5]2.Cl.[CH3:26][NH:27][CH3:28].C(O[BH-](OC(=O)C)OC(=O)C)(=O)C.[Na+]. The catalyst is C(O)(=O)C.C1COCC1.C(Cl)Cl. The product is [N:1]1[C:2]([C:15]2[N:19]([CH:20]([CH3:21])[CH3:22])[N:18]=[C:17]([CH2:23][N:27]([CH3:28])[CH3:26])[N:16]=2)=[CH:3][N:4]2[C:10]=1[C:9]1[CH:11]=[CH:12][CH:13]=[CH:14][C:8]=1[O:7][CH2:6][CH2:5]2. The yield is 0.140. (2) The reactants are Cl[CH2:2][CH:3]([OH:12])[CH2:4][NH:5][C:6]1[CH:11]=[CH:10][CH:9]=[CH:8][CH:7]=1.[OH-].[K+]. The catalyst is O1CCOCC1.CCOC(C)=O. The product is [O:12]1[CH2:2][CH:3]1[CH2:4][NH:5][C:6]1[CH:11]=[CH:10][CH:9]=[CH:8][CH:7]=1. The yield is 0.950. (3) The yield is 0.440. The product is [CH3:26][N:23]1[C:24]2[CH:25]=[C:17]([N:12]3[CH:13]=[CH:14][C:9]([O:8][CH2:7][C:2]4[N:3]=[CH:4][CH:5]=[CH:6][N:1]=4)=[CH:10][C:11]3=[O:15])[CH:18]=[CH:19][C:20]=2[C:21]2[CH2:30][N:29]([C:31]([O:33][C:34]([CH3:37])([CH3:36])[CH3:35])=[O:32])[CH2:28][CH2:27][C:22]1=2. The reactants are [N:1]1[CH:6]=[CH:5][CH:4]=[N:3][C:2]=1[CH2:7][O:8][C:9]1[CH:14]=[CH:13][NH:12][C:11](=[O:15])[CH:10]=1.Br[C:17]1[CH:18]=[CH:19][C:20]2[C:21]3[CH2:30][N:29]([C:31]([O:33][C:34]([CH3:37])([CH3:36])[CH3:35])=[O:32])[CH2:28][CH2:27][C:22]=3[N:23]([CH3:26])[C:24]=2[CH:25]=1.OC1C=CC=C2C=1N=CC=C2.C([O-])([O-])=O.[Cs+].[Cs+]. The catalyst is CS(C)=O.[Cu]I. (4) The yield is 0.970. The reactants are [CH3:1][O:2][C:3]([C:5]1([CH2:11]I)[CH2:10][CH2:9][O:8][CH2:7][CH2:6]1)=[O:4].[C:13]([O-:16])(=[S:15])[CH3:14].[K+]. The catalyst is O. The product is [CH3:1][O:2][C:3]([C:5]1([CH2:11][S:15][C:13](=[O:16])[CH3:14])[CH2:10][CH2:9][O:8][CH2:7][CH2:6]1)=[O:4]. (5) The reactants are Br[C:2]1[CH:3]=[CH:4][C:5]([NH:9][C:10](=[O:12])[CH3:11])=[N:6][C:7]=1[CH3:8].[C:13]([O:17][C:18]([N:20]1[CH2:25][CH2:24][CH:23]([NH2:26])[CH2:22][CH2:21]1)=[O:19])([CH3:16])([CH3:15])[CH3:14].O(C(C)(C)C)[K].C1(P(C2CCCCC2)C2C=CC=CC=2C2C(C(C)C)=CC(C(C)C)=CC=2C(C)C)CCCCC1. The catalyst is C1(C)C=CC=CC=1.C1C=CC(/C=C/C(/C=C/C2C=CC=CC=2)=O)=CC=1.C1C=CC(/C=C/C(/C=C/C2C=CC=CC=2)=O)=CC=1.C1C=CC(/C=C/C(/C=C/C2C=CC=CC=2)=O)=CC=1.[Pd].[Pd]. The product is [C:13]([O:17][C:18]([N:20]1[CH2:25][CH2:24][CH:23]([NH:26][C:2]2[C:7]([CH3:8])=[N:6][C:5]([NH:9][C:10](=[O:12])[CH3:11])=[CH:4][CH:3]=2)[CH2:22][CH2:21]1)=[O:19])([CH3:16])([CH3:14])[CH3:15]. The yield is 0.0600. (6) The reactants are C([O:4][CH2:5][C:6]([CH3:53])([CH3:52])[CH2:7][N:8]1[C:14]2[CH:15]=[CH:16][C:17]([Cl:19])=[CH:18][C:13]=2[C@@H:12]([C:20]2[CH:25]=[CH:24][CH:23]=[C:22]([O:26][CH3:27])[C:21]=2[O:28][CH3:29])[O:11][C@H:10]([CH2:30][C:31]([NH:33][C:34]2[S:35][C:36]([CH2:45][CH2:46][C:47]([O:49]C)=[O:48])=[C:37]([C:39]3[CH:44]=[CH:43][CH:42]=[CH:41][CH:40]=3)[N:38]=2)=[O:32])[C:9]1=[O:51])(=O)C.[OH-].[Na+].Cl. The catalyst is C(O)C.O1CCCC1. The product is [Cl:19][C:17]1[CH:16]=[CH:15][C:14]2[N:8]([CH2:7][C:6]([CH3:52])([CH3:53])[CH2:5][OH:4])[C:9](=[O:51])[C@@H:10]([CH2:30][C:31]([NH:33][C:34]3[S:35][C:36]([CH2:45][CH2:46][C:47]([OH:49])=[O:48])=[C:37]([C:39]4[CH:44]=[CH:43][CH:42]=[CH:41][CH:40]=4)[N:38]=3)=[O:32])[O:11][C@H:12]([C:20]3[CH:25]=[CH:24][CH:23]=[C:22]([O:26][CH3:27])[C:21]=3[O:28][CH3:29])[C:13]=2[CH:18]=1. The yield is 0.529. (7) The reactants are [CH2:1]([N:8]1[CH2:13][CH2:12][C:11](=O)[CH2:10][CH2:9]1)[C:2]1[CH:7]=[CH:6][CH:5]=[CH:4][CH:3]=1.[Cl:15][C:16]1[CH:21]=[CH:20][C:19]([NH2:22])=[CH:18][CH:17]=1.C[Si]([C:27]#[N:28])(C)C.[OH-].[NH4+]. The catalyst is C(O)(=O)C.O. The product is [CH2:1]([N:8]1[CH2:13][CH2:12][C:11]([NH:22][C:19]2[CH:20]=[CH:21][C:16]([Cl:15])=[CH:17][CH:18]=2)([C:27]#[N:28])[CH2:10][CH2:9]1)[C:2]1[CH:7]=[CH:6][CH:5]=[CH:4][CH:3]=1. The yield is 0.810.